Dataset: Full USPTO retrosynthesis dataset with 1.9M reactions from patents (1976-2016). Task: Predict the reactants needed to synthesize the given product. Given the product [CH3:1][O:2][C:3]([C:5]1[CH:10]=[C:9]([N:11]2[CH2:16][CH2:15][N:14]([CH2:17][CH2:18][O:19][CH3:20])[CH2:13][CH2:12]2)[N:8]=[C:7]([C:22]2[CH:27]=[CH:26][CH:25]=[CH:24][CH:23]=2)[N:6]=1)=[O:4], predict the reactants needed to synthesize it. The reactants are: [CH3:1][O:2][C:3]([C:5]1[CH:10]=[C:9]([N:11]2[CH2:16][CH2:15][N:14]([CH2:17][CH2:18][O:19][CH3:20])[CH2:13][CH2:12]2)[N:8]=[C:7](Cl)[N:6]=1)=[O:4].[C:22]1(B(O)O)[CH:27]=[CH:26][CH:25]=[CH:24][CH:23]=1.C(#N)C.C(N(CC)CC)C.